From a dataset of Forward reaction prediction with 1.9M reactions from USPTO patents (1976-2016). Predict the product of the given reaction. (1) Given the reactants [C@@H:1]1([N:9]2[C:19]3[N:18]=[C:16]([NH2:17])[NH:15][C:13](=[O:14])[C:12]=3[N:11]=[CH:10]2)[O:8][C@H:5]([CH2:6][OH:7])[C@@H:3]([OH:4])[CH2:2]1.Cl[Si](C)(C)C.Cl[C:26]([O:28][CH2:29][CH:30]1[C:42]2[CH:41]=[CH:40][CH:39]=[CH:38][C:37]=2[C:36]2[C:31]1=[CH:32][CH:33]=[CH:34][CH:35]=2)=[O:27], predict the reaction product. The product is: [CH:41]1[C:42]2[CH:30]([CH2:29][O:28][C:26]([NH:17][C:16]3[NH:15][C:13](=[O:14])[C:12]4[N:11]=[CH:10][N:9]([C:19]=4[N:18]=3)[C@@H:1]3[O:8][C@H:5]([CH2:6][OH:7])[C@@H:3]([OH:4])[CH2:2]3)=[O:27])[C:31]3[C:36](=[CH:35][CH:34]=[CH:33][CH:32]=3)[C:37]=2[CH:38]=[CH:39][CH:40]=1. (2) Given the reactants Cl[CH2:2][C:3]1[CH:8]=[CH:7][C:6]([C@@H:9]2[C@@H:14]([O:15][Si](C(C)C)(C(C)C)C(C)C)[CH2:13][NH:12][CH2:11][C@@H:10]2[O:26][CH:27]([C:38]2[CH:39]=[CH:40][C:41]3[O:46][CH2:45][CH2:44][N:43]([CH2:47][CH2:48][CH2:49][O:50][CH3:51])[C:42]=3[CH:52]=2)S(C2C=CC(C)=CC=2)(=O)=O)=[CH:5][CH:4]=1.[CH3:53][O:54][CH2:55][CH2:56][CH2:57][OH:58], predict the reaction product. The product is: [CH3:53][O:54][CH2:55][CH2:56][CH2:57][O:58][CH2:2][C:3]1[CH:4]=[CH:5][C:6]([C@@H:9]2[C@@H:10]([O:26][CH2:27][C:38]3[CH:39]=[CH:40][C:41]4[O:46][CH2:45][CH2:44][N:43]([CH2:47][CH2:48][CH2:49][O:50][CH3:51])[C:42]=4[CH:52]=3)[CH2:11][NH:12][CH2:13][C@H:14]2[OH:15])=[CH:7][CH:8]=1. (3) Given the reactants [Cl:1][C:2]1[C:11](B2OC(C)(C)C(C)(C)O2)=[CH:10][C:9]([CH3:21])=[C:8]2[C:3]=1[CH:4]([CH3:24])[CH2:5][C:6]([CH3:23])([CH3:22])[NH:7]2.Br[C:26]1[S:27][C:28]([N+:31]([O-:33])=[O:32])=[CH:29][CH:30]=1, predict the reaction product. The product is: [Cl:1][C:2]1[C:11]([C:26]2[S:27][C:28]([N+:31]([O-:33])=[O:32])=[CH:29][CH:30]=2)=[CH:10][C:9]([CH3:21])=[C:8]2[C:3]=1[CH:4]([CH3:24])[CH2:5][C:6]([CH3:22])([CH3:23])[NH:7]2. (4) Given the reactants O=[CH:2][C@@H:3]([NH:5][C:6](=[O:12])[O:7][C:8]([CH3:11])([CH3:10])[CH3:9])[CH3:4].[NH2:13][CH:14]([C:17]([F:20])([F:19])[F:18])[CH2:15][OH:16].C(O[BH-](OC(=O)C)OC(=O)C)(=O)C.[Na+], predict the reaction product. The product is: [F:18][C:17]([F:20])([F:19])[CH:14]([NH:13][CH2:2][C@@H:3]([NH:5][C:6](=[O:12])[O:7][C:8]([CH3:11])([CH3:10])[CH3:9])[CH3:4])[CH2:15][OH:16]. (5) Given the reactants [O:1]=[S:2]1(=[O:17])[CH2:6][CH2:5][CH2:4][N:3]1[C:7]1[CH:15]=[CH:14][C:10]([C:11]([OH:13])=O)=[C:9]([CH3:16])[CH:8]=1.[CH3:18][C:19]1[C:20]([N:29]2[CH2:34][CH2:33][NH:32][CH2:31][CH2:30]2)=[N:21][CH:22]=[C:23]([C:25]([F:28])([F:27])[F:26])[CH:24]=1, predict the reaction product. The product is: [O:17]=[S:2]1(=[O:1])[CH2:6][CH2:5][CH2:4][N:3]1[C:7]1[CH:15]=[CH:14][C:10]([C:11]([N:32]2[CH2:33][CH2:34][N:29]([C:20]3[C:19]([CH3:18])=[CH:24][C:23]([C:25]([F:28])([F:26])[F:27])=[CH:22][N:21]=3)[CH2:30][CH2:31]2)=[O:13])=[C:9]([CH3:16])[CH:8]=1.